From a dataset of TCR-epitope binding with 47,182 pairs between 192 epitopes and 23,139 TCRs. Binary Classification. Given a T-cell receptor sequence (or CDR3 region) and an epitope sequence, predict whether binding occurs between them. (1) The epitope is TPINLVRDL. The TCR CDR3 sequence is CSASGIPVRGGFVDTQYF. Result: 0 (the TCR does not bind to the epitope). (2) The epitope is GPGHKARVL. The TCR CDR3 sequence is CSVVAGVLYEQFF. Result: 0 (the TCR does not bind to the epitope). (3) The epitope is FLRGRAYGL. The TCR CDR3 sequence is CASSLDLGASTDTQYF. Result: 0 (the TCR does not bind to the epitope). (4) The epitope is GVAMPNLYK. The TCR CDR3 sequence is CASSVRQEGTYNSPLHF. Result: 1 (the TCR binds to the epitope). (5) The epitope is IQYIDIGNY. The TCR CDR3 sequence is CASSQDFAGISYEQYF. Result: 1 (the TCR binds to the epitope). (6) The epitope is AYAQKIFKI. The TCR CDR3 sequence is CASGLGSYEQYF. Result: 0 (the TCR does not bind to the epitope). (7) The epitope is EILDITPCSF. The TCR CDR3 sequence is CASTPLRGSSYNEQFF. Result: 1 (the TCR binds to the epitope). (8) The epitope is YVFCTVNAL. The TCR CDR3 sequence is CSVIGGFGTGELFF. Result: 0 (the TCR does not bind to the epitope). (9) The epitope is TLDSKTQSL. The TCR CDR3 sequence is CASSQDAGASSSYNEQFF. Result: 0 (the TCR does not bind to the epitope).